Dataset: Full USPTO retrosynthesis dataset with 1.9M reactions from patents (1976-2016). Task: Predict the reactants needed to synthesize the given product. (1) Given the product [CH3:1][S:2]([C:5]1[CH:10]=[CH:9][C:8]([C:11]2[CH:12]=[CH:13][C:14]([O:17][CH2:18][CH:19]3[CH2:24][CH2:23][N:22]([C:32]([C:27]4[C:26]([OH:25])=[CH:31][CH:30]=[CH:29][N:28]=4)=[O:33])[CH2:21][CH2:20]3)=[N:15][CH:16]=2)=[CH:7][CH:6]=1)(=[O:3])=[O:4], predict the reactants needed to synthesize it. The reactants are: [CH3:1][S:2]([C:5]1[CH:10]=[CH:9][C:8]([C:11]2[CH:12]=[CH:13][C:14]([O:17][CH2:18][CH:19]3[CH2:24][CH2:23][NH:22][CH2:21][CH2:20]3)=[N:15][CH:16]=2)=[CH:7][CH:6]=1)(=[O:4])=[O:3].[OH:25][C:26]1[C:27]([C:32](O)=[O:33])=[N:28][CH:29]=[CH:30][CH:31]=1. (2) Given the product [C:12]([O:11][C:9](=[O:10])[NH:6][C:5]1[CH:7]=[CH:8][C:2]([Br:1])=[CH:3][CH:4]=1)([CH3:15])([CH3:14])[CH3:13], predict the reactants needed to synthesize it. The reactants are: [Br:1][C:2]1[CH:8]=[CH:7][C:5]([NH2:6])=[CH:4][CH:3]=1.[C:9](O[C:9]([O:11][C:12]([CH3:15])([CH3:14])[CH3:13])=[O:10])([O:11][C:12]([CH3:15])([CH3:14])[CH3:13])=[O:10].CCN(C(C)C)C(C)C. (3) The reactants are: [N+](C1C=C[C:7]([O:8][C:9]([O:11][C:12]2[CH:17]=[CH:16][C:15](/[C:18](/[C:28]3[CH:33]=[CH:32][C:31](/[CH:34]=[CH:35]/[C:36]([O:38]C(C)(C)C)=[O:37])=[CH:30][CH:29]=3)=[C:19](\[C:22]3[CH:27]=[CH:26][CH:25]=[CH:24][CH:23]=3)/[CH2:20][CH3:21])=[CH:14][CH:13]=2)=[O:10])=[CH:6]C=1)([O-])=O.CCO.CCN(CC)CC. Given the product [CH2:7]([O:8][C:9]([O:11][C:12]1[CH:13]=[CH:14][C:15](/[C:18](/[C:28]2[CH:33]=[CH:32][C:31](/[CH:34]=[CH:35]/[C:36]([OH:38])=[O:37])=[CH:30][CH:29]=2)=[C:19](\[C:22]2[CH:27]=[CH:26][CH:25]=[CH:24][CH:23]=2)/[CH2:20][CH3:21])=[CH:16][CH:17]=1)=[O:10])[CH3:6], predict the reactants needed to synthesize it. (4) Given the product [N+:14]([C:10]1[CH:9]=[C:8]2[C:13]([C:5]([C:3]([OH:4])=[O:19])=[CH:6][NH:7]2)=[CH:12][CH:11]=1)([O-:16])=[O:15], predict the reactants needed to synthesize it. The reactants are: FC(F)(F)[C:3]([C:5]1[C:13]2[C:8](=[CH:9][C:10]([N+:14]([O-:16])=[O:15])=[CH:11][CH:12]=2)[NH:7][CH:6]=1)=[O:4].[OH-:19].[Na+].Cl. (5) Given the product [F:1][C:2]1[CH:7]=[CH:6][C:5](/[CH:8]=[CH:9]\[CH:15]([S:16][CH:8](/[CH:9]=[CH:8]\[C:5]2[CH:6]=[CH:7][C:2]([F:1])=[CH:3][CH:4]=2)[C:5]2[CH:6]=[CH:7][C:2]([F:1])=[CH:3][CH:4]=2)[C:14]2[CH:17]=[CH:18][C:11]([F:10])=[CH:12][CH:13]=2)=[CH:4][CH:3]=1, predict the reactants needed to synthesize it. The reactants are: [F:1][C:2]1[CH:7]=[CH:6][C:5]([C:8]#[CH:9])=[CH:4][CH:3]=1.[F:10][C:11]1[CH:18]=[CH:17][C:14]([CH2:15][SH:16])=[CH:13][CH:12]=1.[Na]. (6) Given the product [C:1]1([O:7][C:8]2[CH:16]=[CH:15][C:11]([CH2:12][OH:13])=[CH:10][CH:9]=2)[CH:2]=[CH:3][CH:4]=[CH:5][CH:6]=1, predict the reactants needed to synthesize it. The reactants are: [C:1]1([O:7][C:8]2[CH:16]=[CH:15][C:11]([C:12](O)=[O:13])=[CH:10][CH:9]=2)[CH:6]=[CH:5][CH:4]=[CH:3][CH:2]=1.B.Cl. (7) Given the product [Cl:20][C:5]1[CH:4]=[N:3][C:2]2[NH:1][C:21](=[O:28])[C@H:22]([CH2:24][C:25]([OH:27])=[O:26])[S:23][C@@H:8]([C:10]3[CH:15]=[CH:14][CH:13]=[C:12]([O:16][CH3:17])[C:11]=3[O:18][CH3:19])[C:7]=2[CH:6]=1, predict the reactants needed to synthesize it. The reactants are: [NH2:1][C:2]1[C:7]([CH:8]([C:10]2[CH:15]=[CH:14][CH:13]=[C:12]([O:16][CH3:17])[C:11]=2[O:18][CH3:19])O)=[CH:6][C:5]([Cl:20])=[CH:4][N:3]=1.[C:21](O)(=[O:28])[CH:22]([CH2:24][C:25]([OH:27])=[O:26])[SH:23].[OH-].[Na+].